This data is from Full USPTO retrosynthesis dataset with 1.9M reactions from patents (1976-2016). The task is: Predict the reactants needed to synthesize the given product. (1) Given the product [O:1]=[C:2]1[NH:11][C:10]2[N:9]=[C:8]([CH2:12][N:13]([CH:21]3[CH2:26][CH2:25][NH:24][CH2:23][CH2:22]3)[C:14](=[O:20])[O:15][C:16]([CH3:19])([CH3:18])[CH3:17])[CH:7]=[CH:6][C:5]=2[CH2:4][CH2:3]1, predict the reactants needed to synthesize it. The reactants are: [O:1]=[C:2]1[NH:11][C:10]2[N:9]=[C:8]([CH2:12][N:13]([CH:21]3[CH2:26][CH2:25][N:24](C(=O)C(F)(F)F)[CH2:23][CH2:22]3)[C:14](=[O:20])[O:15][C:16]([CH3:19])([CH3:18])[CH3:17])[CH:7]=[CH:6][C:5]=2[CH2:4][CH2:3]1.C(=O)([O-])[O-].[K+].[K+].O.C(=O)([O-])O.[Na+]. (2) Given the product [Cl:14][C:11]1[CH:12]=[CH:13][C:8]([S:7][C:6]2[O:5][C:4]([CH:15]3[CH2:20][CH2:19][O:18][CH2:17][CH2:16]3)=[N:3][C:2]=2[CH:29]=[O:30])=[CH:9][CH:10]=1, predict the reactants needed to synthesize it. The reactants are: Br[C:2]1[N:3]=[C:4]([CH:15]2[CH2:20][CH2:19][O:18][CH2:17][CH2:16]2)[O:5][C:6]=1[S:7][C:8]1[CH:13]=[CH:12][C:11]([Cl:14])=[CH:10][CH:9]=1.[Li]CCCC.CN([CH:29]=[O:30])C. (3) Given the product [CH3:16][N:1]1[CH2:5][CH2:4][CH:3]([CH2:6][C:7]2[NH:15][C:10]3=[N:11][CH:12]=[CH:13][CH:14]=[C:9]3[CH:8]=2)[CH2:2]1, predict the reactants needed to synthesize it. The reactants are: [NH:1]1[CH2:5][CH2:4][CH:3]([CH2:6][C:7]2[NH:15][C:10]3=[N:11][CH:12]=[CH:13][CH:14]=[C:9]3[CH:8]=2)[CH2:2]1.[CH3:16]COCC.